Dataset: Full USPTO retrosynthesis dataset with 1.9M reactions from patents (1976-2016). Task: Predict the reactants needed to synthesize the given product. (1) Given the product [F:1][C:2]1[CH:3]=[CH:4][C:5]2[N:9]=[C:8]([CH:10]([NH:12][C:18]3[N:26]=[CH:25][N:24]=[C:23]4[C:19]=3[N:20]=[CH:21][NH:22]4)[CH3:11])[N:7]([CH:13]([CH3:15])[CH3:14])[C:6]=2[CH:16]=1, predict the reactants needed to synthesize it. The reactants are: [F:1][C:2]1[CH:3]=[CH:4][C:5]2[N:9]=[C:8]([C@@H:10]([NH2:12])[CH3:11])[N:7]([CH:13]([CH3:15])[CH3:14])[C:6]=2[CH:16]=1.Cl[C:18]1[N:26]=[CH:25][N:24]=[C:23]2[C:19]=1[N:20]=[CH:21][N:22]2C1CCCCO1.CCN(C(C)C)C(C)C. (2) Given the product [CH2:1]([O:8][C:9]1[CH:18]=[CH:17][C:12]([C:13]([O:15][CH3:16])=[O:14])=[C:11]([O:19][S:37]([C:40]([F:43])([F:42])[F:41])(=[O:39])=[O:38])[CH:10]=1)[C:2]1[CH:3]=[CH:4][CH:5]=[CH:6][CH:7]=1, predict the reactants needed to synthesize it. The reactants are: [CH2:1]([O:8][C:9]1[CH:18]=[CH:17][C:12]([C:13]([O:15][CH3:16])=[O:14])=[C:11]([OH:19])[CH:10]=1)[C:2]1[CH:7]=[CH:6][CH:5]=[CH:4][CH:3]=1.[Li+].C[Si]([N-][Si](C)(C)C)(C)C.C1(N([S:37]([C:40]([F:43])([F:42])[F:41])(=[O:39])=[O:38])[S:37]([C:40]([F:43])([F:42])[F:41])(=[O:39])=[O:38])C=CC=CC=1. (3) Given the product [C:14]1([CH:20]([NH:22][CH:4]([CH3:5])[CH:2]([OH:3])[CH3:1])[CH3:21])[CH:19]=[CH:18][CH:17]=[CH:16][CH:15]=1, predict the reactants needed to synthesize it. The reactants are: [CH3:1][C@H:2]1[C@@H:4]([CH3:5])[O:3]1.CCOCC.[Mg+2].[Br-].[Br-].[C:14]1([C@@H:20]([NH2:22])[CH3:21])[CH:19]=[CH:18][CH:17]=[CH:16][CH:15]=1.[Cl-].[NH4+]. (4) The reactants are: C([O:8][C@@H:9]1[CH2:13][CH2:12][CH2:11][C@H:10]1[NH:14][C:15]1[N:20]=[CH:19][C:18]([N:21]([CH3:41])[C:22](=[O:40])[C:23]([C:26]2[CH:31]=[C:30]([C:32]([F:35])([F:34])[F:33])[CH:29]=[C:28]([C:36]([F:39])([F:38])[F:37])[CH:27]=2)([CH3:25])[CH3:24])=[C:17]([C:42]2[CH:47]=[CH:46][CH:45]=[CH:44][C:43]=2[Cl:48])[CH:16]=1)C1C=CC=CC=1.B(Cl)(Cl)Cl. Given the product [F:39][C:36]([F:37])([F:38])[C:28]1[CH:27]=[C:26]([C:23]([CH3:25])([CH3:24])[C:22]([N:21]([C:18]2[CH:19]=[N:20][C:15]([NH:14][C@@H:10]3[CH2:11][CH2:12][CH2:13][C@H:9]3[OH:8])=[CH:16][C:17]=2[C:42]2[CH:47]=[CH:46][CH:45]=[CH:44][C:43]=2[Cl:48])[CH3:41])=[O:40])[CH:31]=[C:30]([C:32]([F:35])([F:33])[F:34])[CH:29]=1, predict the reactants needed to synthesize it.